This data is from Full USPTO retrosynthesis dataset with 1.9M reactions from patents (1976-2016). The task is: Predict the reactants needed to synthesize the given product. (1) Given the product [CH:23]1([C:2]2[C:10]3[C:5](=[CH:6][CH:7]=[CH:8][C:9]=3[N+:11]([O-:13])=[O:12])[N:4]([CH2:14][C:15]3[C:16](=[O:22])[N:17]([CH3:21])[CH:18]=[CH:19][CH:20]=3)[N:3]=2)[CH2:25][CH2:24]1, predict the reactants needed to synthesize it. The reactants are: Br[C:2]1[C:10]2[C:5](=[CH:6][CH:7]=[CH:8][C:9]=2[N+:11]([O-:13])=[O:12])[N:4]([CH2:14][C:15]2[C:16](=[O:22])[N:17]([CH3:21])[CH:18]=[CH:19][CH:20]=2)[N:3]=1.[CH:23]1(B(O)O)[CH2:25][CH2:24]1.C(=O)([O-])[O-].[K+].[K+]. (2) The reactants are: Cl[CH2:2][C:3]1[S:4][CH:5]=[CH:6][C:7]=1[S:8]([N:11]([CH3:26])[C:12]1[CH:13]=[CH:14][CH:15]=[C:16]2[C:20]=1[NH:19][C:18]([C:21]1[S:22][CH:23]=[CH:24][N:25]=1)=[CH:17]2)(=[O:10])=[O:9].C(OCC)(=O)C.[P:33]([O:40]CC)([O:37][CH2:38][CH3:39])[O:34][CH2:35][CH3:36]. Given the product [CH3:26][N:11]([C:12]1[CH:13]=[CH:14][CH:15]=[C:16]2[C:20]=1[NH:19][C:18]([C:21]1[S:22][CH:23]=[CH:24][N:25]=1)=[CH:17]2)[S:8]([C:7]1[CH:6]=[CH:5][S:4][C:3]=1[CH2:2][P:33](=[O:40])([O:37][CH2:38][CH3:39])[O:34][CH2:35][CH3:36])(=[O:10])=[O:9], predict the reactants needed to synthesize it.